This data is from Forward reaction prediction with 1.9M reactions from USPTO patents (1976-2016). The task is: Predict the product of the given reaction. The product is: [Br:1][C:2]1[CH:7]=[CH:6][C:5]([S:8][C:9]2[C:17]3[C:16](=[O:18])[CH2:15][C:14]([CH3:19])([CH3:20])[CH2:13][C:12]=3[N:11]([CH2:23][C:24]([O:26][CH2:27][CH3:28])=[O:25])[C:10]=2[CH3:21])=[CH:4][CH:3]=1. Given the reactants [Br:1][C:2]1[CH:7]=[CH:6][C:5]([S:8][C:9]2[C:17]3[C:16](=[O:18])[CH2:15][C:14]([CH3:20])([CH3:19])[CH2:13][C:12]=3[NH:11][C:10]=2[CH3:21])=[CH:4][CH:3]=1.Br[CH2:23][C:24]([O:26][CH2:27][CH3:28])=[O:25].[H-].[Na+], predict the reaction product.